Dataset: Forward reaction prediction with 1.9M reactions from USPTO patents (1976-2016). Task: Predict the product of the given reaction. (1) Given the reactants [N+:1]([C:4]1[CH:5]=[C:6]([O:15][C:16]([F:19])([F:18])[F:17])[CH:7]=[C:8]2[C:13]=1[NH:12][C:11](=O)[CH:10]=[CH:9]2)([O-])=O.[Sn](Cl)Cl, predict the reaction product. The product is: [F:19][C:16]([F:17])([F:18])[O:15][C:6]1[CH:7]=[C:8]2[C:13](=[C:4]([NH2:1])[CH:5]=1)[N:12]=[CH:11][CH:10]=[CH:9]2. (2) Given the reactants [CH:1]1([N:5]2[C:9]3=[N:10][CH:11]=[CH:12][CH:13]=[C:8]3[C:7]([C:14]#[N:15])=[CH:6]2)[CH2:4][CH2:3][CH2:2]1.ClC1C=C(C=CC=1)C(OO)=[O:21], predict the reaction product. The product is: [C:14]([C:7]1[C:8]2[C:9](=[N+:10]([O-:21])[CH:11]=[CH:12][CH:13]=2)[N:5]([CH:1]2[CH2:4][CH2:3][CH2:2]2)[CH:6]=1)#[N:15].